This data is from TCR-epitope binding with 47,182 pairs between 192 epitopes and 23,139 TCRs. The task is: Binary Classification. Given a T-cell receptor sequence (or CDR3 region) and an epitope sequence, predict whether binding occurs between them. (1) The epitope is AYILFTRFFYV. The TCR CDR3 sequence is CASSLGLAGSPIDTQYF. Result: 1 (the TCR binds to the epitope). (2) The epitope is LLDFVRFMGV. The TCR CDR3 sequence is CASSLAPSLRSGYTF. Result: 0 (the TCR does not bind to the epitope). (3) The epitope is FLPRVFSAV. The TCR CDR3 sequence is CASSYEALNTGELFF. Result: 0 (the TCR does not bind to the epitope). (4) The epitope is RLRAEAQVK. The TCR CDR3 sequence is CASSEAWGATNTGELFF. Result: 1 (the TCR binds to the epitope). (5) The epitope is QARQMVQAMRTIGTHP. The TCR CDR3 sequence is CASSQEAGGGTGELFF. Result: 0 (the TCR does not bind to the epitope). (6) The TCR CDR3 sequence is CASSHYMGSEQFF. Result: 1 (the TCR binds to the epitope). The epitope is RQLLFVVEV. (7) The epitope is LPRRSGAAGA. The TCR CDR3 sequence is CASSPGQGGNQPQHF. Result: 0 (the TCR does not bind to the epitope). (8) The TCR CDR3 sequence is CASSSGTGVNEQFF. The epitope is LVLSVNPYV. Result: 1 (the TCR binds to the epitope). (9) The epitope is YSEHPTFTSQY. The TCR CDR3 sequence is CSARDRDRGYEQYF. Result: 0 (the TCR does not bind to the epitope). (10) The epitope is KLGGALQAK. The TCR CDR3 sequence is CASSLDGAFTEAFF. Result: 1 (the TCR binds to the epitope).